Regression. Given two drug SMILES strings and cell line genomic features, predict the synergy score measuring deviation from expected non-interaction effect. From a dataset of NCI-60 drug combinations with 297,098 pairs across 59 cell lines. (1) Drug 1: CC1=C(C=C(C=C1)NC2=NC=CC(=N2)N(C)C3=CC4=NN(C(=C4C=C3)C)C)S(=O)(=O)N.Cl. Drug 2: CCCS(=O)(=O)NC1=C(C(=C(C=C1)F)C(=O)C2=CNC3=C2C=C(C=N3)C4=CC=C(C=C4)Cl)F. Cell line: OVCAR-8. Synergy scores: CSS=7.37, Synergy_ZIP=6.78, Synergy_Bliss=6.10, Synergy_Loewe=2.77, Synergy_HSA=3.46. (2) Drug 1: C1=CC(=CC=C1CCC2=CNC3=C2C(=O)NC(=N3)N)C(=O)NC(CCC(=O)O)C(=O)O. Drug 2: CC1C(C(=O)NC(C(=O)N2CCCC2C(=O)N(CC(=O)N(C(C(=O)O1)C(C)C)C)C)C(C)C)NC(=O)C3=C4C(=C(C=C3)C)OC5=C(C(=O)C(=C(C5=N4)C(=O)NC6C(OC(=O)C(N(C(=O)CN(C(=O)C7CCCN7C(=O)C(NC6=O)C(C)C)C)C)C(C)C)C)N)C. Cell line: SF-539. Synergy scores: CSS=41.5, Synergy_ZIP=-2.00, Synergy_Bliss=-4.81, Synergy_Loewe=-5.32, Synergy_HSA=-4.08. (3) Drug 1: CC12CCC(CC1=CCC3C2CCC4(C3CC=C4C5=CN=CC=C5)C)O. Drug 2: CC1=C(C(=CC=C1)Cl)NC(=O)C2=CN=C(S2)NC3=CC(=NC(=N3)C)N4CCN(CC4)CCO. Cell line: NCI-H226. Synergy scores: CSS=14.9, Synergy_ZIP=9.85, Synergy_Bliss=14.3, Synergy_Loewe=12.4, Synergy_HSA=13.3. (4) Drug 1: C1=CN(C=N1)CC(O)(P(=O)(O)O)P(=O)(O)O. Cell line: HCC-2998. Drug 2: CC1=C(C(=O)C2=C(C1=O)N3CC4C(C3(C2COC(=O)N)OC)N4)N. Synergy scores: CSS=30.7, Synergy_ZIP=-3.98, Synergy_Bliss=-4.64, Synergy_Loewe=-4.53, Synergy_HSA=5.07. (5) Drug 1: CC1=C2C(C(=O)C3(C(CC4C(C3C(C(C2(C)C)(CC1OC(=O)C(C(C5=CC=CC=C5)NC(=O)OC(C)(C)C)O)O)OC(=O)C6=CC=CC=C6)(CO4)OC(=O)C)OC)C)OC. Drug 2: C1CCC(C(C1)N)N.C(=O)(C(=O)[O-])[O-].[Pt+4]. Cell line: KM12. Synergy scores: CSS=38.3, Synergy_ZIP=-4.05, Synergy_Bliss=-3.70, Synergy_Loewe=-12.2, Synergy_HSA=-0.788. (6) Drug 1: COC1=NC(=NC2=C1N=CN2C3C(C(C(O3)CO)O)O)N. Drug 2: CN(C(=O)NC(C=O)C(C(C(CO)O)O)O)N=O. Cell line: MOLT-4. Synergy scores: CSS=60.6, Synergy_ZIP=-0.124, Synergy_Bliss=-0.794, Synergy_Loewe=-28.2, Synergy_HSA=-0.110.